From a dataset of Catalyst prediction with 721,799 reactions and 888 catalyst types from USPTO. Predict which catalyst facilitates the given reaction. (1) The catalyst class is: 6. Reactant: [CH2:1]([S:8][C:9]1[N:13]=[C:12]([NH2:14])[NH:11][N:10]=1)[C:2]1[CH:7]=[CH:6][CH:5]=[CH:4][CH:3]=1.[F:15][C:16]1[CH:21]=[C:20]([F:22])[CH:19]=[C:18]([F:23])[C:17]=1[CH:24]([C:30](OCC)=[O:31])[C:25](OCC)=[O:26].C(N(CCCC)CCCC)CCC.[OH-].[Na+]. Product: [OH:26][C:25]1[C:24]([C:17]2[C:18]([F:23])=[CH:19][C:20]([F:22])=[CH:21][C:16]=2[F:15])=[C:30]([OH:31])[N:11]2[N:10]=[C:9]([S:8][CH2:1][C:2]3[CH:3]=[CH:4][CH:5]=[CH:6][CH:7]=3)[N:13]=[C:12]2[N:14]=1. (2) Reactant: [Br:1][C:2]1[CH:3]=[C:4]([OH:12])[CH:5]=[C:6]([C:8]([CH3:11])([CH3:10])[CH3:9])[CH:7]=1.Br[CH:14]([CH3:16])[CH3:15].C(=O)([O-])[O-].[K+].[K+]. Product: [Br:1][C:2]1[CH:3]=[C:4]([O:12][CH:14]([CH3:16])[CH3:15])[CH:5]=[C:6]([C:8]([CH3:9])([CH3:11])[CH3:10])[CH:7]=1. The catalyst class is: 31. (3) Product: [C:17]([N:4]1[CH2:3][CH:2]([CH3:1])[CH2:7][N:6]=[C:5]1[C:8]1[CH:13]=[CH:12][C:11]([N+:14]([O-:16])=[O:15])=[CH:10][CH:9]=1)([O:19][C:20]([CH3:23])([CH3:22])[CH3:21])=[O:18]. The catalyst class is: 2. Reactant: [CH3:1][CH:2]1[CH2:7][NH:6][C:5]([C:8]2[CH:13]=[CH:12][C:11]([N+:14]([O-:16])=[O:15])=[CH:10][CH:9]=2)=[N:4][CH2:3]1.[C:17](O[C:17]([O:19][C:20]([CH3:23])([CH3:22])[CH3:21])=[O:18])([O:19][C:20]([CH3:23])([CH3:22])[CH3:21])=[O:18]. (4) Reactant: [H-].[Na+].[F:3][C:4]1[CH:26]=[CH:25][CH:24]=[C:23]([F:27])[C:5]=1[C:6]([NH:8][C:9]([NH:11][C:12]1[CH:17]=[CH:16][C:15]([S:18][CH:19]([F:21])[F:20])=[CH:14][C:13]=1[F:22])=[O:10])=[O:7].Cl[CH:29]([O:31][CH:32](Cl)Cl)Cl.[Cl-].[NH4+]. Product: [F:3][C:4]1[CH:26]=[CH:25][CH:24]=[C:23]([F:27])[C:5]=1[C:6]([N:8]1[C:9](=[O:10])[N:11]([C:12]2[CH:17]=[CH:16][C:15]([S:18][CH:19]([F:20])[F:21])=[CH:14][C:13]=2[F:22])[CH2:32][O:31][CH2:29]1)=[O:7]. The catalyst class is: 18. (5) Reactant: [Cl:1][C:2]1[CH:3]=[C:4]([OH:19])[CH:5]=[CH:6][C:7]=1[C:8]([OH:18])([CH2:12][N:13]1[CH:17]=[N:16][CH:15]=[N:14]1)[C:9]#[C:10][CH3:11].[CH3:20][C:21]1[CH:26]=[CH:25][CH:24]=[CH:23][C:22]=1B(O)O.CCN(CC)CC.CC#N. Product: [Cl:1][C:2]1[CH:3]=[C:4]([O:19][C:22]2[CH:23]=[CH:24][CH:25]=[CH:26][C:21]=2[CH3:20])[CH:5]=[CH:6][C:7]=1[C:8]([OH:18])([C:9]#[C:10][CH3:11])[CH2:12][N:13]1[CH:17]=[N:16][CH:15]=[N:14]1. The catalyst class is: 749. (6) Reactant: [OH:1][C:2]1[CH:3]=[C:4]([CH:9]=[CH:10][CH:11]=1)[C:5]([O:7][CH3:8])=[O:6].Cl[C:13]1[CH:18]=[CH:17][C:16]([N+:19]([O-:21])=[O:20])=[CH:15][N:14]=1.C(=O)([O-])[O-].[K+].[K+].CN(C)C=O. Product: [N+:19]([C:16]1[CH:17]=[CH:18][C:13]([O:1][C:2]2[CH:3]=[C:4]([CH:9]=[CH:10][CH:11]=2)[C:5]([O:7][CH3:8])=[O:6])=[N:14][CH:15]=1)([O-:21])=[O:20]. The catalyst class is: 6.